From a dataset of Catalyst prediction with 721,799 reactions and 888 catalyst types from USPTO. Predict which catalyst facilitates the given reaction. (1) Product: [N:7]1[CH:8]=[CH:9][CH:10]=[C:5]([O:4][CH2:3][CH2:2][NH2:12])[CH:6]=1. The catalyst class is: 5. Reactant: Cl[CH2:2][CH2:3][O:4][C:5]1[CH:6]=[N:7][CH:8]=[CH:9][CH:10]=1.[OH-].[NH4+:12]. (2) Reactant: [NH2:1][C:2]1[N:7]=[C:6]([CH3:8])[N:5]=[C:4]([N:9]2[CH2:17][C:16]3[C:11](=[CH:12][CH:13]=[C:14]([C:18]([OH:20])=O)[CH:15]=3)[CH2:10]2)[N:3]=1.F[P-](F)(F)(F)(F)F.N1(O[P+](N(C)C)(N(C)C)N(C)C)C2C=CC=CC=2N=N1.[F:48][C:49]([F:60])([F:59])[O:50][C:51]1[CH:58]=[CH:57][CH:56]=[CH:55][C:52]=1[CH2:53][NH2:54].C(N(C(C)C)CC)(C)C.C(O)(C(F)(F)F)=O. Product: [NH2:1][C:2]1[N:7]=[C:6]([CH3:8])[N:5]=[C:4]([N:9]2[CH2:17][C:16]3[C:11](=[CH:12][CH:13]=[C:14]([C:18]([NH:54][CH2:53][C:52]4[CH:55]=[CH:56][CH:57]=[CH:58][C:51]=4[O:50][C:49]([F:48])([F:59])[F:60])=[O:20])[CH:15]=3)[CH2:10]2)[N:3]=1. The catalyst class is: 3. (3) Reactant: [H-].C([Al+]CC(C)C)C(C)C.[C:11]([C:13]1[N:14]=[C:15]([C:21]2[CH:26]=[C:25]([Cl:27])[CH:24]=[C:23]([Cl:28])[C:22]=2[Cl:29])[C:16]([NH2:20])=[N:17][C:18]=1[NH2:19])#N.C[OH:31]. Product: [CH:11]([C:13]1[N:14]=[C:15]([C:21]2[CH:26]=[C:25]([Cl:27])[CH:24]=[C:23]([Cl:28])[C:22]=2[Cl:29])[C:16]([NH2:20])=[N:17][C:18]=1[NH2:19])=[O:31]. The catalyst class is: 11. (4) Reactant: [F:1][C:2]1[CH:7]=[CH:6][CH:5]=[C:4]([F:8])[CH:3]=1.[Li]CCCC.CCCCCC.[S:20](=[O:22])=[O:21].C1C(=O)N([Cl:30])C(=O)C1. Product: [F:1][C:2]1[CH:7]=[CH:6][CH:5]=[C:4]([F:8])[C:3]=1[S:20]([Cl:30])(=[O:22])=[O:21]. The catalyst class is: 27.